Dataset: Full USPTO retrosynthesis dataset with 1.9M reactions from patents (1976-2016). Task: Predict the reactants needed to synthesize the given product. (1) Given the product [Cl:12][C:3]1[C:4]([Cl:11])=[N:5][CH:6]=[C:7]([C:2]=1[NH:16][C:15]1[CH:17]=[CH:18][C:19]([O:21][CH3:22])=[CH:20][C:14]=1[F:13])[C:8]([OH:10])=[O:9], predict the reactants needed to synthesize it. The reactants are: Cl[C:2]1[C:7]([C:8]([OH:10])=[O:9])=[CH:6][N:5]=[C:4]([Cl:11])[C:3]=1[Cl:12].[F:13][C:14]1[CH:20]=[C:19]([O:21][CH3:22])[CH:18]=[CH:17][C:15]=1[NH2:16]. (2) Given the product [OH:1][C:2]1[CH:9]=[CH:8][C:5](/[CH:6]=[C:14]2\[C:13](=[O:15])[NH:12][C:11](=[O:16])[S:10]\2)=[CH:4][CH:3]=1, predict the reactants needed to synthesize it. The reactants are: [OH:1][C:2]1[CH:9]=[CH:8][C:5]([CH:6]=O)=[CH:4][CH:3]=1.[S:10]1[CH2:14][C:13](=[O:15])[NH:12][C:11]1=[O:16].